From a dataset of Reaction yield outcomes from USPTO patents with 853,638 reactions. Predict the reaction yield, written as a fraction of the theoretical maximum amount of product (1.0 means a 100% yield; for example, 0.34 means a 34% yield). (1) The reactants are [CH3:1][O:2][C:3](=[O:17])[C:4]1[CH:9]=[CH:8][CH:7]=[C:6]([O:10][CH:11]2[CH2:16][CH2:15][NH:14][CH2:13][CH2:12]2)[CH:5]=1.CCN(CC)CC.I[CH:26]([CH3:28])[CH3:27]. The catalyst is C1COCC1.CCOCC. The product is [CH3:1][O:2][C:3](=[O:17])[C:4]1[CH:9]=[CH:8][CH:7]=[C:6]([O:10][CH:11]2[CH2:16][CH2:15][N:14]([CH:26]([CH3:28])[CH3:27])[CH2:13][CH2:12]2)[CH:5]=1. The yield is 0.630. (2) The catalyst is C1COCC1.O1CCOCC1.C1C=CC(/C=C/C(/C=C/C2C=CC=CC=2)=O)=CC=1.C1C=CC(/C=C/C(/C=C/C2C=CC=CC=2)=O)=CC=1.C1C=CC(/C=C/C(/C=C/C2C=CC=CC=2)=O)=CC=1.[Pd].[Pd]. The product is [F:11][C:3]1[CH:4]=[CH:5][C:6]([N+:8]([O-:10])=[O:9])=[CH:7][C:2]=1[C:15]1[CH:16]=[CH:17][CH:18]=[CH:19][C:14]=1[S:13][CH3:12]. The yield is 0.990. The reactants are Br[C:2]1[CH:7]=[C:6]([N+:8]([O-:10])=[O:9])[CH:5]=[CH:4][C:3]=1[F:11].[CH3:12][S:13][C:14]1[CH:19]=[CH:18][CH:17]=[CH:16][C:15]=1B(O)O.[F-].[K+].C(P(C(C)(C)C)C(C)(C)C)(C)(C)C. (3) The reactants are [Cl:1][C:2]1[C:3]([CH2:52][C:53]2[CH:58]=[CH:57][C:56]([CH2:59][CH3:60])=[CH:55][CH:54]=2)=[CH:4][C:5]([C@@:9]2([CH2:48][C:49]([CH3:51])=[CH2:50])[C@H:14]([O:15][CH2:16][C:17]3[CH:22]=[CH:21][CH:20]=[CH:19][CH:18]=3)[C@@H:13]([O:23][CH2:24][C:25]3[CH:30]=[CH:29][CH:28]=[CH:27][CH:26]=3)[C@H:12]([O:31][CH2:32][C:33]3[CH:38]=[CH:37][CH:36]=[CH:35][CH:34]=3)[C@@H:11]([CH2:39][O:40][CH2:41][C:42]3[CH:47]=[CH:46][CH:45]=[CH:44][CH:43]=3)[O:10]2)=[C:6]([OH:8])[CH:7]=1.ClC1C=C(C=CC=1)C(OO)=[O:66]. The catalyst is C(Cl)Cl. The product is [Cl:1][C:2]1[C:3]([CH2:52][C:53]2[CH:58]=[CH:57][C:56]([CH2:59][CH3:60])=[CH:55][CH:54]=2)=[CH:4][C:5]([C@:9]2([CH2:48][C:49]3([CH3:51])[CH2:50][O:66]3)[C@H:14]([O:15][CH2:16][C:17]3[CH:18]=[CH:19][CH:20]=[CH:21][CH:22]=3)[C@@H:13]([O:23][CH2:24][C:25]3[CH:30]=[CH:29][CH:28]=[CH:27][CH:26]=3)[C@H:12]([O:31][CH2:32][C:33]3[CH:38]=[CH:37][CH:36]=[CH:35][CH:34]=3)[C@@H:11]([CH2:39][O:40][CH2:41][C:42]3[CH:43]=[CH:44][CH:45]=[CH:46][CH:47]=3)[O:10]2)=[C:6]([OH:8])[CH:7]=1. The yield is 0.770. (4) The reactants are C(=O)([O-])[O-].[K+].[K+].[Cl:7][C:8]1[CH:13]=[C:12](Cl)[CH:11]=[CH:10][C:9]=1[N+:15]([O-:17])=[O:16].[OH:18][C:19]1[CH:23]=[C:22]([CH3:24])[NH:21][N:20]=1.Cl. The catalyst is CN(C=O)C. The product is [Cl:7][C:8]1[CH:13]=[C:12]([O:18][C:19]2[CH:23]=[C:22]([CH3:24])[NH:21][N:20]=2)[CH:11]=[CH:10][C:9]=1[N+:15]([O-:17])=[O:16]. The yield is 0.489.